Dataset: Full USPTO retrosynthesis dataset with 1.9M reactions from patents (1976-2016). Task: Predict the reactants needed to synthesize the given product. (1) Given the product [Cl:1][C:2]1[CH:3]=[C:4]([C:9]([N:11]2[CH2:16][CH2:15][CH2:14][CH:13]([CH2:17][CH3:18])[CH2:12]2)=[O:10])[CH:5]=[N:6][C:7]=1[NH:24][C:23]1[CH:25]=[CH:26][C:20]([Cl:19])=[CH:21][CH:22]=1, predict the reactants needed to synthesize it. The reactants are: [Cl:1][C:2]1[CH:3]=[C:4]([C:9]([N:11]2[CH2:16][CH2:15][CH2:14][CH:13]([CH2:17][CH3:18])[CH2:12]2)=[O:10])[CH:5]=[N:6][C:7]=1Cl.[Cl:19][C:20]1[CH:26]=[CH:25][C:23]([NH2:24])=[CH:22][CH:21]=1.C(=O)([O-])[O-].[K+].[K+].CCOC(C)=O. (2) The reactants are: [Cl:1][C:2]1[CH:3]=[C:4]([CH2:8][CH2:9][C:10]2[CH:18]=[C:17]([O:19][CH3:20])[CH:16]=[CH:15][C:11]=2[C:12]([OH:14])=O)[CH:5]=[CH:6][CH:7]=1.O=S(Cl)Cl.[Al+3].[Cl-].[Cl-].[Cl-]. Given the product [Cl:1][C:2]1[CH:7]=[CH:6][C:5]2[C:12](=[O:14])[C:11]3[CH:15]=[CH:16][C:17]([O:19][CH3:20])=[CH:18][C:10]=3[CH2:9][CH2:8][C:4]=2[CH:3]=1, predict the reactants needed to synthesize it.